From a dataset of Peptide-MHC class II binding affinity with 134,281 pairs from IEDB. Regression. Given a peptide amino acid sequence and an MHC pseudo amino acid sequence, predict their binding affinity value. This is MHC class II binding data. (1) The peptide sequence is EPTAAPAEPEAPAPE. The MHC is HLA-DQA10101-DQB10501 with pseudo-sequence HLA-DQA10101-DQB10501. The binding affinity (normalized) is 0. (2) The peptide sequence is YDKFLANVSTVLIGK. The MHC is DRB1_1101 with pseudo-sequence DRB1_1101. The binding affinity (normalized) is 0.634. (3) The peptide sequence is PSHIMSVLDMGQGIL. The MHC is DRB1_0901 with pseudo-sequence DRB1_0901. The binding affinity (normalized) is 0.583. (4) The MHC is DRB1_1501 with pseudo-sequence DRB1_1501. The peptide sequence is AEHQAIISDVLTASD. The binding affinity (normalized) is 0.177. (5) The peptide sequence is VQNTVEDLKLNTLGR. The MHC is DRB1_0802 with pseudo-sequence DRB1_0802. The binding affinity (normalized) is 0.353. (6) The peptide sequence is TGIQRTVFFVLMMLV. The MHC is DRB1_0701 with pseudo-sequence DRB1_0701. The binding affinity (normalized) is 0.323. (7) The MHC is DRB1_1501 with pseudo-sequence DRB1_1501. The peptide sequence is AKGSRAIWYMWLGAR. The binding affinity (normalized) is 0.509. (8) The peptide sequence is VEIALGGVMGGLWKY. The MHC is DRB4_0103 with pseudo-sequence DRB4_0103. The binding affinity (normalized) is 0. (9) The peptide sequence is APANDKFTVFEAAFN. The MHC is HLA-DPA10201-DPB11401 with pseudo-sequence HLA-DPA10201-DPB11401. The binding affinity (normalized) is 0.112.